This data is from Full USPTO retrosynthesis dataset with 1.9M reactions from patents (1976-2016). The task is: Predict the reactants needed to synthesize the given product. (1) Given the product [C:20]([O:19][C:17](=[O:18])[NH:2][CH:3]1[CH2:8][CH2:7][CH:6]([OH:9])[CH2:5][CH2:4]1)([CH3:23])([CH3:22])[CH3:21], predict the reactants needed to synthesize it. The reactants are: Cl.[NH2:2][C@H:3]1[CH2:8][CH2:7][C@H:6]([OH:9])[CH2:5][CH2:4]1.C(N(CC)CC)C.[C:17](O[C:17]([O:19][C:20]([CH3:23])([CH3:22])[CH3:21])=[O:18])([O:19][C:20]([CH3:23])([CH3:22])[CH3:21])=[O:18].C(OCC)(=O)C. (2) Given the product [CH3:28][O:29][C:30]([C:32]1[CH:33]=[CH:34][CH:35]=[C:36]2[C:41]=1[N:40]=[CH:39][N:38]=[C:37]2[NH:1][CH2:2][C:3]1[CH:8]=[CH:7][CH:6]=[C:5]([N:9]([C:10](=[O:19])[C:11]2[CH:12]=[CH:13][C:14]([O:17][CH3:18])=[CH:15][CH:16]=2)[CH3:20])[CH:4]=1)=[O:31], predict the reactants needed to synthesize it. The reactants are: [NH2:1][CH2:2][C:3]1[CH:4]=[C:5]([N:9]([CH3:20])[C:10](=[O:19])[C:11]2[CH:16]=[CH:15][C:14]([O:17][CH3:18])=[CH:13][CH:12]=2)[CH:6]=[CH:7][CH:8]=1.C(N(CC)CC)C.[CH3:28][O:29][C:30]([C:32]1[CH:33]=[CH:34][CH:35]=[C:36]2[C:41]=1[N:40]=[CH:39][N:38]=[C:37]2Cl)=[O:31]. (3) Given the product [N:31]1[CH:32]=[CH:33][CH:34]=[C:29]([C:2]2[CH:3]=[CH:4][C:5]3[N:6]([C:8](=[O:23])[N:9]([CH2:11][CH2:12][C:13]4[CH:22]=[CH:21][C:20]5[C:15](=[CH:16][CH:17]=[CH:18][CH:19]=5)[N:14]=4)[N:10]=3)[CH:7]=2)[CH:30]=1, predict the reactants needed to synthesize it. The reactants are: Br[C:2]1[CH:3]=[CH:4][C:5]2[N:6]([C:8](=[O:23])[N:9]([CH2:11][CH2:12][C:13]3[CH:22]=[CH:21][C:20]4[C:15](=[CH:16][CH:17]=[CH:18][CH:19]=4)[N:14]=3)[N:10]=2)[CH:7]=1.C([Sn](CCCC)(CCCC)[C:29]1[CH:30]=[N:31][CH:32]=[CH:33][CH:34]=1)CCC. (4) Given the product [C:18]1([C:21]2[CH:22]=[CH:23][CH:24]=[CH:25][CH:26]=2)[CH:17]=[CH:16][C:15]([CH2:14][C@H:12]2[N:11](/[CH:27]=[CH:28]/[C:29]3[CH:30]=[CH:31][CH:32]=[CH:33][CH:34]=3)[C:10](=[O:35])[C:9](=[CH2:1])[CH2:13]2)=[CH:20][CH:19]=1, predict the reactants needed to synthesize it. The reactants are: [C:1]([C@@H:9]1[CH2:13][CH:12]([CH2:14][C:15]2[CH:20]=[CH:19][C:18]([C:21]3[CH:26]=[CH:25][CH:24]=[CH:23][CH:22]=3)=[CH:17][CH:16]=2)[N:11](/[CH:27]=[CH:28]/[C:29]2[CH:34]=[CH:33][CH:32]=[CH:31][CH:30]=2)[C:10]1=[O:35])(=O)C1C=CC=CC=1.C=O.C1CCN2C(=NCCC2)CC1.[Cl-].[Li+]. (5) Given the product [F:5][C:6]([C:16]([F:19])([F:18])[F:17])([C:12]([F:15])([F:14])[F:13])[CH2:7][CH2:8][C:9]([Cl:3])=[O:10], predict the reactants needed to synthesize it. The reactants are: S(Cl)([Cl:3])=O.[F:5][C:6]([C:16]([F:19])([F:18])[F:17])([C:12]([F:15])([F:14])[F:13])[CH2:7][CH2:8][C:9](O)=[O:10]. (6) Given the product [CH:26]1([NH:16][C:17](=[O:39])[C:20]2[CH:25]=[CH:24][N:23]=[CH:22][CH:21]=2)[CH2:28][CH2:27]1, predict the reactants needed to synthesize it. The reactants are: ClC1C=C(C2N=C(C(C)CC3[N:16]([CH:26]4[CH2:28][CH2:27]4)[C:17]([C:20]4[CH:25]=[CH:24][N:23]=[CH:22][CH:21]=4)=NN=3)ON=2)C=CC=1.ClC1C=C(C2N=C([C@H](C)CC(NN)=O)[O:39]N=2)C=CC=1.Cl.C1(N=C(Cl)C2C=CN=CC=2)CC1.C([O-])([O-])=O.[K+].[K+].